Dataset: Full USPTO retrosynthesis dataset with 1.9M reactions from patents (1976-2016). Task: Predict the reactants needed to synthesize the given product. (1) Given the product [OH:14][N:15]=[CH:12][CH2:11][O:10][C@@H:6]([C@@H:2]1[CH2:3][CH2:4][CH2:5][O:1]1)[CH2:7][CH:8]=[CH2:9], predict the reactants needed to synthesize it. The reactants are: [O:1]1[CH2:5][CH2:4][CH2:3][C@H:2]1[C@H:6]([O:10][CH2:11][CH:12]=O)[CH2:7][CH:8]=[CH2:9].[OH:14][N:15]=CCOC([C@@H]1C[C@H]1C)CC=C. (2) Given the product [Cl:24][C:16]1[CH:17]=[CH:18][C:19]([O:20][C:21](=[O:22])[N:12]([C:9]2[CH:10]=[CH:11][C:6]([OH:5])=[CH:7][CH:8]=2)[CH3:13])=[CH:14][CH:15]=1, predict the reactants needed to synthesize it. The reactants are: S([O:5][C:6]1[CH:11]=[CH:10][C:9]([NH:12][CH3:13])=[CH:8][CH:7]=1)(O)(=O)=O.[CH:14]1[C:19]([O:20][C:21](Cl)=[O:22])=[CH:18][CH:17]=[C:16]([Cl:24])[CH:15]=1. (3) Given the product [F:29][CH:2]([F:1])[C:3]([N:5]1[C@H:9]([CH2:10][F:11])[C@@H:8]([C:12]2[CH:17]=[CH:16][C:15]([C:31]3[CH:32]=[CH:33][C:34]([CH:37]([NH:39][C:40](=[O:49])[O:41][CH2:42][C:43]4[CH:48]=[CH:47][CH:46]=[CH:45][CH:44]=4)[CH3:38])=[N:35][CH:36]=3)=[CH:14][CH:13]=2)[O:7][C:6]1([CH3:28])[CH3:27])=[O:4], predict the reactants needed to synthesize it. The reactants are: [F:1][CH:2]([F:29])[C:3]([N:5]1[C@H:9]([CH2:10][F:11])[C@@H:8]([C:12]2[CH:17]=[CH:16][C:15](B3OC(C)(C)C(C)(C)O3)=[CH:14][CH:13]=2)[O:7][C:6]1([CH3:28])[CH3:27])=[O:4].Br[C:31]1[CH:32]=[CH:33][C:34]([CH:37]([NH:39][C:40](=[O:49])[O:41][CH2:42][C:43]2[CH:48]=[CH:47][CH:46]=[CH:45][CH:44]=2)[CH3:38])=[N:35][CH:36]=1.C(=O)([O-])[O-].[Na+].[Na+].ClCCl.